This data is from Ames mutagenicity test results for genotoxicity prediction. The task is: Regression/Classification. Given a drug SMILES string, predict its toxicity properties. Task type varies by dataset: regression for continuous values (e.g., LD50, hERG inhibition percentage) or binary classification for toxic/non-toxic outcomes (e.g., AMES mutagenicity, cardiotoxicity, hepatotoxicity). Dataset: ames. (1) The compound is Clc1cnc(Oc2ccc(Oc3ncc(Cl)cc3Cl)cc2)c(Cl)c1. The result is 0 (non-mutagenic). (2) The compound is O=S(=O)(O)Oc1ccc2ccc3cc4ccccc4c4ccc1c2c34. The result is 1 (mutagenic). (3) The molecule is O=C(O)c1cn(-c2ccc(F)cc2)c2cc(N3CCNCC3)c(F)cc2c1=O. The result is 0 (non-mutagenic). (4) The drug is CCC1(O)CC(O)c2c(cc3c(c2O)C(=O)c2c(O)cccc2C3=O)C1C(=O)OC. The result is 1 (mutagenic). (5) The molecule is O=[N+]([O-])c1ccc(Br)cc1. The result is 1 (mutagenic).